From a dataset of Full USPTO retrosynthesis dataset with 1.9M reactions from patents (1976-2016). Predict the reactants needed to synthesize the given product. (1) Given the product [NH2:1][C:2]1[C:7]2=[C:8]([C:16]3[CH:17]=[CH:18][C:19]([NH2:22])=[CH:20][CH:21]=3)[C:9]([C:11]([O:13][CH2:14][CH3:15])=[O:12])=[CH:10][N:6]2[N:5]=[CH:4][N:3]=1, predict the reactants needed to synthesize it. The reactants are: [NH2:1][C:2]1[C:7]2=[C:8]([C:16]3[CH:21]=[CH:20][C:19]([N+:22]([O-])=O)=[CH:18][CH:17]=3)[C:9]([C:11]([O:13][CH2:14][CH3:15])=[O:12])=[CH:10][N:6]2[N:5]=[CH:4][N:3]=1. (2) Given the product [F:30][C:27]([F:28])([F:29])[C:19]1[CH:18]=[C:17]([CH:22]=[C:21]([C:23]([F:24])([F:25])[F:26])[CH:20]=1)[CH2:16][NH:13][CH2:12][C:11]1[C:6]([N:5]([CH2:4][CH:1]2[CH2:2][CH2:3]2)[CH2:32][CH:33]2[CH2:35][CH2:34]2)=[N:7][C:8]([F:31])=[CH:9][CH:10]=1, predict the reactants needed to synthesize it. The reactants are: [CH:1]1([CH2:4][N:5]([CH2:32][CH:33]2[CH2:35][CH2:34]2)[C:6]2[C:11]([CH2:12][N:13]([CH2:16][C:17]3[CH:22]=[C:21]([C:23]([F:26])([F:25])[F:24])[CH:20]=[C:19]([C:27]([F:30])([F:29])[F:28])[CH:18]=3)C#N)=[CH:10][CH:9]=[C:8]([F:31])[N:7]=2)[CH2:3][CH2:2]1.O.[N-]=[N+]=[N-].[Na+]. (3) Given the product [CH3:63][N:64]1[CH2:69][CH2:68][N:67]([C:2]2[S:3][C:4]([C:7]([O:9][CH3:10])=[O:8])=[CH:5][N:6]=2)[CH2:66][CH2:65]1, predict the reactants needed to synthesize it. The reactants are: Br[C:2]1[S:3][C:4]([C:7]([O:9][CH3:10])=[O:8])=[CH:5][N:6]=1.C([O-])([O-])=O.[Cs+].[Cs+].C1C=CC(P(C2C(C3C(P(C4C=CC=CC=4)C4C=CC=CC=4)=CC=C4C=3C=CC=C4)=C3C(C=CC=C3)=CC=2)C2C=CC=CC=2)=CC=1.[CH3:63][N:64]1[CH2:69][CH2:68][NH:67][CH2:66][CH2:65]1. (4) The reactants are: [N:1]1([CH2:6][CH2:7][O:8][C:9]2[CH:10]=[C:11]3[C:16](=[CH:17][CH:18]=2)[C:15](=[O:19])[CH2:14][CH2:13][CH2:12]3)[CH:5]=[CH:4][N:3]=[CH:2]1.[CH3:20][S:21][C:22]1[S:26][C:25]([CH:27]=O)=[CH:24][CH:23]=1. Given the product [N:1]1([CH2:6][CH2:7][O:8][C:9]2[CH:10]=[C:11]3[C:16](=[CH:17][CH:18]=2)[C:15](=[O:19])[C:14](=[CH:27][C:25]2[S:26][C:22]([S:21][CH3:20])=[CH:23][CH:24]=2)[CH2:13][CH2:12]3)[CH:5]=[CH:4][N:3]=[CH:2]1, predict the reactants needed to synthesize it. (5) Given the product [CH3:1][O:2][C:3](=[O:17])[CH2:4][CH2:5][CH2:6][C:7]1[CH:16]=[CH:15][C:10]2[N:11]=[C:12]([CH3:14])[S:13][C:9]=2[CH:8]=1, predict the reactants needed to synthesize it. The reactants are: [CH3:1][O:2][C:3](=[O:17])[CH2:4]/[CH:5]=[CH:6]/[C:7]1[CH:16]=[CH:15][C:10]2[N:11]=[C:12]([CH3:14])[S:13][C:9]=2[CH:8]=1. (6) Given the product [C:1]([C:3]1[N:7]([CH:8]2[CH2:13][CH2:12][N:11]([C:14]([O:16][CH:17]([CH3:19])[CH3:18])=[O:15])[CH2:10][CH2:9]2)[N:6]=[CH:5][C:4]=1[CH:20]([OH:21])[CH3:22])#[N:2], predict the reactants needed to synthesize it. The reactants are: [C:1]([C:3]1[N:7]([CH:8]2[CH2:13][CH2:12][N:11]([C:14]([O:16][CH:17]([CH3:19])[CH3:18])=[O:15])[CH2:10][CH2:9]2)[N:6]=[CH:5][C:4]=1[CH:20]=[O:21])#[N:2].[CH3:22][Mg]Br. (7) The reactants are: [CH:1]([Si:4]([CH:16]([CH3:18])[CH3:17])([CH:13]([CH3:15])[CH3:14])[N:5]1[CH:9]=[CH:8][C:7](B(O)O)=[CH:6]1)([CH3:3])[CH3:2].[C:19](=[O:22])([O-])[O-].[Na+].[Na+].[C:25]1(C)[CH:30]=[CH:29][CH:28]=[CH:27][CH:26]=1.[C:32](#[N:34])[CH3:33].C(O[CH2:39][CH3:40])(=O)C. Given the product [C:25]1([C:19]([C:32]2[N:34]=[C:40]3[CH:39]=[CH:8][C:7]([C:7]4[CH:8]=[CH:9][N:5]([Si:4]([CH:16]([CH3:18])[CH3:17])([CH:13]([CH3:15])[CH3:14])[CH:1]([CH3:3])[CH3:2])[CH:6]=4)=[CH:6][N:5]3[CH:33]=2)=[O:22])[CH:26]=[CH:27][CH:28]=[CH:29][CH:30]=1, predict the reactants needed to synthesize it. (8) Given the product [Cl:23][C:21]1[CH:20]=[CH:19][C:18]([O:24][CH2:25][C:26]2[C:31]([F:32])=[CH:30][CH:29]=[CH:28][C:27]=2[F:33])=[C:17]([C:12]2[N:11]([C:6]3[CH:5]=[C:4]([CH:9]=[C:8]([OH:10])[CH:7]=3)[C:3]([OH:34])=[O:2])[C:15]([CH3:16])=[CH:14][CH:13]=2)[CH:22]=1, predict the reactants needed to synthesize it. The reactants are: C[O:2][C:3](=[O:34])[C:4]1[CH:9]=[C:8]([OH:10])[CH:7]=[C:6]([N:11]2[C:15]([CH3:16])=[CH:14][CH:13]=[C:12]2[C:17]2[CH:22]=[C:21]([Cl:23])[CH:20]=[CH:19][C:18]=2[O:24][CH2:25][C:26]2[C:31]([F:32])=[CH:30][CH:29]=[CH:28][C:27]=2[F:33])[CH:5]=1. (9) Given the product [I:6][C:3](=[CH:2][CH2:1][C@@H:22]([O:21][Si:20]([CH2:37][CH3:38])([CH2:35][CH3:36])[CH2:18][CH3:19])[C:26]([CH3:34])=[CH:27][C:28]1[N:29]=[C:30]([CH3:33])[S:31][CH:32]=1)[CH3:4], predict the reactants needed to synthesize it. The reactants are: [CH2:1]([Li])[CH2:2][CH2:3][CH3:4].[I:6]I.C[Si](C)(C)[N-][Si](C)(C)C.[Na+].[CH2:18]([Si:20]([CH2:37][CH3:38])([CH2:35][CH3:36])[O:21][C@@H:22]([C:26]([CH3:34])=[CH:27][C:28]1[N:29]=[C:30]([CH3:33])[S:31][CH:32]=1)CC=O)[CH3:19]. (10) Given the product [C:1]([O:5][C:6]([NH:8][CH2:9][C@H:10]1[CH2:15][CH2:14][C@H:13]([C:16]([NH:18][C@H:19]([C:37](=[O:50])[NH:38][C:39]2[CH:40]=[CH:41][C:42]([C:45]3[N:46]=[N:47][NH:48][N:49]=3)=[CH:43][CH:44]=2)[CH2:20][C:21]2[CH:26]=[CH:25][C:24]([C:27]3[C:32]([CH3:33])=[CH:31][CH:30]=[C:29]([C:34]([NH:63][C@@H:60]4[CH2:61][CH2:62][N:58]([C:56]([O:55][C:51]([CH3:54])([CH3:52])[CH3:53])=[O:57])[CH2:59]4)=[O:35])[CH:28]=3)=[CH:23][CH:22]=2)=[O:17])[CH2:12][CH2:11]1)=[O:7])([CH3:4])([CH3:2])[CH3:3], predict the reactants needed to synthesize it. The reactants are: [C:1]([O:5][C:6]([NH:8][CH2:9][C@H:10]1[CH2:15][CH2:14][C@H:13]([C:16]([NH:18][C@H:19]([C:37](=[O:50])[NH:38][C:39]2[CH:44]=[CH:43][C:42]([C:45]3[N:46]=[N:47][NH:48][N:49]=3)=[CH:41][CH:40]=2)[CH2:20][C:21]2[CH:26]=[CH:25][C:24]([C:27]3[C:32]([CH3:33])=[CH:31][CH:30]=[C:29]([C:34](O)=[O:35])[CH:28]=3)=[CH:23][CH:22]=2)=[O:17])[CH2:12][CH2:11]1)=[O:7])([CH3:4])([CH3:3])[CH3:2].[C:51]([O:55][C:56]([N:58]1[CH2:62][CH2:61][C@@H:60]([NH2:63])[CH2:59]1)=[O:57])([CH3:54])([CH3:53])[CH3:52].F[P-](F)(F)(F)(F)F.CN(C(ON1C2=NC=CC=C2N=N1)=[N+](C)C)C.C(N(CC)C(C)C)(C)C.